Dataset: Forward reaction prediction with 1.9M reactions from USPTO patents (1976-2016). Task: Predict the product of the given reaction. (1) Given the reactants [N+:1]([C:4]1[CH:5]=[N:6][N:7]([CH2:9][C:10]([OH:12])=[O:11])[CH:8]=1)([O-:3])=[O:2].[C:13](OC(O[C:13]([CH3:16])([CH3:15])[CH3:14])N(C)C)([CH3:16])([CH3:15])[CH3:14], predict the reaction product. The product is: [N+:1]([C:4]1[CH:5]=[N:6][N:7]([CH2:9][C:10]([O:12][C:13]([CH3:16])([CH3:15])[CH3:14])=[O:11])[CH:8]=1)([O-:3])=[O:2]. (2) Given the reactants [CH2:1]([C:3]1[NH:8][CH:7]=[N:6][C:5](=O)[C:4]=1[CH3:10])[CH3:2].P(Cl)(Cl)([Cl:13])=O, predict the reaction product. The product is: [Cl:13][C:5]1[C:4]([CH3:10])=[C:3]([CH2:1][CH3:2])[N:8]=[CH:7][N:6]=1.